This data is from Forward reaction prediction with 1.9M reactions from USPTO patents (1976-2016). The task is: Predict the product of the given reaction. Given the reactants ClC1C=C(C=C(CCCF)C=1)COC1C=CC=CC=1[CH2:13][C:14]([O:16][C:17]([CH3:20])([CH3:19])[CH3:18])=[O:15].[C:28]([O:32][C:33]([NH:35][C@@H:36]([C:38]1[C:39]([F:67])=[C:40]([C:44]2[CH:49]=[C:48](O)[CH:47]=[C:46]([CH2:51][O:52][C:53]3[CH:58]=[CH:57][CH:56]=[CH:55][C:54]=3CC(OC(C)(C)C)=O)[CH:45]=2)[CH:41]=[CH:42][CH:43]=1)[CH3:37])=[O:34])([CH3:31])([CH3:30])[CH3:29].[O-]P([O-])([O-])=O.[K+].[K+].[K+], predict the reaction product. The product is: [C:28]([O:32][C:33]([NH:35][C@@H:36]([C:38]1[C:39]([F:67])=[C:40]([C:44]2[CH:49]=[C:48]([CH2:36][CH2:38][CH2:39][F:67])[CH:47]=[C:46]([CH2:51][O:52][C:53]3[CH:58]=[CH:57][CH:56]=[CH:55][C:54]=3[CH2:13][C:14]([O:16][C:17]([CH3:18])([CH3:20])[CH3:19])=[O:15])[CH:45]=2)[CH:41]=[CH:42][CH:43]=1)[CH3:37])=[O:34])([CH3:29])([CH3:31])[CH3:30].